Dataset: HIV replication inhibition screening data with 41,000+ compounds from the AIDS Antiviral Screen. Task: Binary Classification. Given a drug SMILES string, predict its activity (active/inactive) in a high-throughput screening assay against a specified biological target. (1) The compound is CC(=O)c1nc2ccccc2n1C(C)C(=O)c1ccccc1. The result is 0 (inactive). (2) The drug is O=C(NC1CCCCCC1)C1C(=O)N(C2CCCCCC2)C(=O)C1=NO. The result is 0 (inactive). (3) The molecule is Nn1c(CCCCCCCCc2nnc(-c3c(O)ccc4ccccc34)n2N)nnc1-c1c(O)ccc2ccccc12. The result is 0 (inactive). (4) The drug is CN(c1ccccc1)C(c1ccccc1)C(O)c1ccccc1. The result is 0 (inactive). (5) The drug is COc1csc(C2CCC3C4CC=C5CC(OC(=O)CCC(=O)O)CCC5(C)C4CCC23C)n1. The result is 0 (inactive).